Task: Predict the reaction yield, written as a fraction of the theoretical maximum amount of product (1.0 means a 100% yield; for example, 0.34 means a 34% yield).. Dataset: Reaction yield outcomes from USPTO patents with 853,638 reactions The reactants are [CH2:1]([C:5]1[N:6]=[C:7]([CH2:27][O:28]C)[NH:8][C:9](=[O:26])[C:10]=1[CH2:11][C:12]1[CH:17]=[CH:16][C:15]([C:18]2[C:19]([C:24]#[N:25])=[CH:20][CH:21]=[CH:22][CH:23]=2)=[CH:14][CH:13]=1)[CH2:2][CH2:3][CH3:4].ClCCl.B(Br)(Br)Br.O. The catalyst is ClCCl. The product is [CH2:1]([C:5]1[N:6]=[C:7]([CH2:27][OH:28])[NH:8][C:9](=[O:26])[C:10]=1[CH2:11][C:12]1[CH:17]=[CH:16][C:15]([C:18]2[C:19]([C:24]#[N:25])=[CH:20][CH:21]=[CH:22][CH:23]=2)=[CH:14][CH:13]=1)[CH2:2][CH2:3][CH3:4]. The yield is 0.860.